Dataset: Reaction yield outcomes from USPTO patents with 853,638 reactions. Task: Predict the reaction yield, written as a fraction of the theoretical maximum amount of product (1.0 means a 100% yield; for example, 0.34 means a 34% yield). (1) The reactants are [CH2:1]1[C@@H:5]2[C@@H:6]3[C:11](=[O:12])[O:10][C:8](=[O:9])[C@@H:7]3[C@H:2]1[CH:3]=[CH:4]2.C1(C)C=CC=CC=1.COC1C=CC2N=CC=C([C@H](O)[C@@H]3N4C[C@H](C=C)C(CC4)C3)C=2C=1.[CH3:44][OH:45]. The catalyst is C(Cl)(Cl)(Cl)Cl. The product is [CH3:44][O:45][C:11]([C@H:6]1[C@H:5]2[CH2:1][C@H:2]([CH:3]=[CH:4]2)[C@H:7]1[C:8]([OH:10])=[O:9])=[O:12]. The yield is 0.990. (2) The catalyst is C1(CO)CC1. The reactants are [C:1](O)(=O)[C:2]1C=CC=C[CH:3]=1.[Cl:10][C:11]1[CH:19]=[CH:18][C:17]([S:20]([OH:22])=[O:21])=[CH:16][C:12]=1[C:13]([OH:15])=[O:14].BrCC1CC1.II. The product is [Cl:10][C:11]1[CH:19]=[CH:18][C:17]([S:20]([CH:2]([CH3:3])[CH3:1])(=[O:22])=[O:21])=[CH:16][C:12]=1[C:13]([OH:15])=[O:14]. The yield is 0.0800. (3) The reactants are [Cl:1][C:2]1[C:7]([C:8]([F:11])([F:10])[F:9])=[CH:6][CH:5]=[C:4](Cl)[N:3]=1.[CH2:13]([NH:20][CH2:21][C:22]1[CH:27]=[CH:26][CH:25]=[CH:24][CH:23]=1)[C:14]1[CH:19]=[CH:18][CH:17]=[CH:16][CH:15]=1.C(N(CC)CC)C.CN1CCCC1=O. No catalyst specified. The product is [CH2:21]([N:20]([CH2:13][C:14]1[CH:19]=[CH:18][CH:17]=[CH:16][CH:15]=1)[C:4]1[CH:5]=[CH:6][C:7]([C:8]([F:11])([F:10])[F:9])=[C:2]([Cl:1])[N:3]=1)[C:22]1[CH:27]=[CH:26][CH:25]=[CH:24][CH:23]=1. The yield is 0.860. (4) The reactants are [CH3:1][C:2]1[CH:3]=[C:4]([NH:15][C:16]2[N:17]=[CH:18][C:19]3[C:25](=[O:26])[N:24]([C:27]4[CH:32]=[C:31]([N+:33]([O-])=O)[CH:30]=[CH:29][C:28]=4[CH3:36])[CH2:23][CH2:22][C:20]=3[N:21]=2)[CH:5]=[CH:6][C:7]=1[N:8]1[CH2:13][CH2:12][N:11]([CH3:14])[CH2:10][CH2:9]1.C1COCC1. The catalyst is [Pd].CO. The product is [NH2:33][C:31]1[CH:30]=[CH:29][C:28]([CH3:36])=[C:27]([N:24]2[CH2:23][CH2:22][C:20]3[N:21]=[C:16]([NH:15][C:4]4[CH:5]=[CH:6][C:7]([N:8]5[CH2:9][CH2:10][N:11]([CH3:14])[CH2:12][CH2:13]5)=[C:2]([CH3:1])[CH:3]=4)[N:17]=[CH:18][C:19]=3[C:25]2=[O:26])[CH:32]=1. The yield is 0.869. (5) The reactants are [CH2:1]([O:3][C:4](=[O:17])[CH2:5][CH:6]1[O:10][B:9]([OH:11])[C:8]2[CH:12]=[C:13]([OH:16])[CH:14]=[CH:15][C:7]1=2)[CH3:2].Cl.Cl[C:20]1[CH:25]=[CH:24][N:23]=[CH:22][N:21]=1.[H-].[Na+].[NH4+].[Cl-].Cl. The catalyst is CN(C=O)C. The product is [CH2:1]([O:3][C:4](=[O:17])[CH2:5][CH:6]1[O:10][B:9]([OH:11])[C:8]2[CH:12]=[C:13]([O:16][C:20]3[CH:25]=[CH:24][N:23]=[CH:22][N:21]=3)[CH:14]=[CH:15][C:7]1=2)[CH3:2]. The yield is 0.370.